Task: Predict the reaction yield, written as a fraction of the theoretical maximum amount of product (1.0 means a 100% yield; for example, 0.34 means a 34% yield).. Dataset: Reaction yield outcomes from USPTO patents with 853,638 reactions (1) The reactants are [CH2:1]([O:8][N:9]1[C:15](=[O:16])[N:14]2[CH2:17][C@@H:10]1[CH2:11][CH2:12][C@@H:13]2[C:18]([OH:20])=O)[C:2]1[CH:7]=[CH:6][CH:5]=[CH:4][CH:3]=1.C([N:23](CC)CC)C.ClC(OCC(C)C)=O.N. The catalyst is ClCCl.CCCCCC.C(OCC)(=O)C.O. The product is [CH2:1]([O:8][N:9]1[C:15](=[O:16])[N:14]2[CH2:17][C@@H:10]1[CH2:11][CH2:12][C@@H:13]2[C:18]([NH2:23])=[O:20])[C:2]1[CH:3]=[CH:4][CH:5]=[CH:6][CH:7]=1. The yield is 0.870. (2) The reactants are [F:1][C:2]1[CH:17]=[C:16]([N+:18]([O-])=O)[CH:15]=[CH:14][C:3]=1[O:4][C:5]1[CH:10]=[CH:9][N:8]=[C:7]2[CH:11]=[CH:12][NH:13][C:6]=12. The catalyst is CC(O)=O.[Fe]. The product is [NH:13]1[C:6]2[C:7](=[N:8][CH:9]=[CH:10][C:5]=2[O:4][C:3]2[CH:14]=[CH:15][C:16]([NH2:18])=[CH:17][C:2]=2[F:1])[CH:11]=[CH:12]1. The yield is 0.990. (3) The yield is 0.980. No catalyst specified. The reactants are [CH3:1][C@:2]1([C:12]([OH:14])=[O:13])[CH2:6][CH2:5][C@@H:4]([C:7]([OH:9])=[O:8])[C:3]1([CH3:11])[CH3:10].S(Cl)(Cl)=O.O.[OH-].[Na+].[CH3:22]O. The product is [CH3:22][O:8][C:7]([C@@H:4]1[CH2:5][CH2:6][C@:2]([CH3:1])([C:12]([OH:14])=[O:13])[C:3]1([CH3:10])[CH3:11])=[O:9]. (4) The reactants are [N+:1]([C:4]1[CH:5]=[C:6]2[C:10](=[CH:11][CH:12]=1)[NH:9][C:8]([C:13]([O:15][CH2:16][CH3:17])=[O:14])=[CH:7]2)([O-:3])=[O:2].C([O-])([O-])=O.[Cs+].[Cs+].Br[CH2:25][CH:26]1[CH2:28][CH2:27]1. The catalyst is CC#N. The product is [CH:26]1([CH2:25][N:9]2[C:10]3[C:6](=[CH:5][C:4]([N+:1]([O-:3])=[O:2])=[CH:12][CH:11]=3)[CH:7]=[C:8]2[C:13]([O:15][CH2:16][CH3:17])=[O:14])[CH2:28][CH2:27]1. The yield is 0.680. (5) The reactants are [CH2:1]([O:8][C:9]1[N:10]=[N:11][C:12]([CH2:23][C:24]2[CH:29]=[CH:28][C:27](F)=[CH:26][CH:25]=2)=[CH:13][C:14]=1[O:15][CH2:16][C:17]1[CH:22]=[CH:21][CH:20]=[CH:19][CH:18]=1)[C:2]1[CH:7]=[CH:6][CH:5]=[CH:4][CH:3]=1.C(OC1N=NC(Cl)=CC=1OCC1C=CC=CC=1)C1C=CC=CC=1.[Cl-].[F:55]C1C=CC=CC=1C[Zn+]. No catalyst specified. The product is [CH2:1]([O:8][C:9]1[N:10]=[N:11][C:12]([CH2:23][C:24]2[CH:29]=[CH:28][CH:27]=[CH:26][C:25]=2[F:55])=[CH:13][C:14]=1[O:15][CH2:16][C:17]1[CH:22]=[CH:21][CH:20]=[CH:19][CH:18]=1)[C:2]1[CH:7]=[CH:6][CH:5]=[CH:4][CH:3]=1. The yield is 0.770. (6) The reactants are [Br:1][C:2]1[C:3](Cl)=[C:4]2[S:10][CH:9]=[CH:8][C:5]2=[N:6][CH:7]=1.[F:12][C:13]1[CH:28]=[C:27]([N+:29]([O-:31])=[O:30])[CH:26]=[CH:25][C:14]=1[O:15]C1N=CC=C2C=CNC=12. No catalyst specified. The product is [Br:1][C:2]1[C:3]([O:15][C:14]2[CH:25]=[CH:26][C:27]([N+:29]([O-:31])=[O:30])=[CH:28][C:13]=2[F:12])=[C:4]2[S:10][CH:9]=[CH:8][C:5]2=[N:6][CH:7]=1. The yield is 0.610. (7) The reactants are [N+:1]([C:4]1[CH:5]=[C:6]2[C:10](=[CH:11][CH:12]=1)[NH:9][CH:8]=[CH:7]2)([O-:3])=[O:2].[OH-].[K+].[CH2:15]1[O:25][C:18]2([CH2:23][CH2:22][C:21](=O)[CH2:20][CH2:19]2)[O:17][CH2:16]1. The catalyst is CO. The product is [N+:1]([C:4]1[CH:5]=[C:6]2[C:10](=[CH:11][CH:12]=1)[NH:9][CH:8]=[C:7]2[C:21]1[CH2:22][CH2:23][C:18]2([O:25][CH2:15][CH2:16][O:17]2)[CH2:19][CH:20]=1)([O-:3])=[O:2]. The yield is 0.850. (8) The reactants are [Cl:1][C:2]1[N:6]2[CH:7]=[C:8]([C:15]3[O:16][CH:17]=[CH:18][CH:19]=3)[CH:9]=[C:10]([C:11]([F:14])([F:13])[F:12])[C:5]2=[N:4][C:3]=1[C:20]([OH:22])=O.[O:23]1[CH2:28][CH2:27][N:26]([C:29]2[CH:36]=[CH:35][C:32]([CH2:33][NH2:34])=[CH:31][CH:30]=2)[CH2:25][CH2:24]1.CN(C(ON1N=NC2C=CC=NC1=2)=[N+](C)C)C.F[P-](F)(F)(F)(F)F.C(N(C(C)C)CC)(C)C. The catalyst is CN(C=O)C.CCOC(C)=O. The product is [N:26]1([C:29]2[CH:30]=[CH:31][C:32]([CH2:33][NH:34][C:20]([C:3]3[N:4]=[C:5]4[C:10]([C:11]([F:13])([F:14])[F:12])=[CH:9][C:8]([C:15]5[O:16][CH:17]=[CH:18][CH:19]=5)=[CH:7][N:6]4[C:2]=3[Cl:1])=[O:22])=[CH:35][CH:36]=2)[CH2:27][CH2:28][O:23][CH2:24][CH2:25]1. The yield is 0.840.